Dataset: Full USPTO retrosynthesis dataset with 1.9M reactions from patents (1976-2016). Task: Predict the reactants needed to synthesize the given product. (1) Given the product [Cl:6][C:7]1[CH:8]=[CH:9][C:10]([C:29]([O:31][CH3:32])=[O:30])=[C:11]2[C:15]=1[N:14]=[C:13]1[N:16]([C:17]3[CH:22]=[CH:21][C:20]([Cl:23])=[CH:19][C:18]=3[Cl:24])[CH2:27][CH2:26][CH2:25][N:12]21, predict the reactants needed to synthesize it. The reactants are: CS(Cl)(=O)=O.[Cl:6][C:7]1[C:15]2[N:14]=[C:13]([NH:16][C:17]3[CH:22]=[CH:21][C:20]([Cl:23])=[CH:19][C:18]=3[Cl:24])[N:12]([CH2:25][CH2:26][CH2:27]O)[C:11]=2[C:10]([C:29]([O:31][CH3:32])=[O:30])=[CH:9][CH:8]=1.S([O-])(=O)(=O)C.C(=O)([O-])[O-].[K+].[K+]. (2) Given the product [CH3:16][C:15]1[CH:14]=[C:13]([OH:8])[C:24](=[CH:23][CH:22]=1)[OH:25], predict the reactants needed to synthesize it. The reactants are: NC1(C)C([OH:8])=CC=CC1.[N+]([C:13]1[CH:14]=[C:15]([CH:22]=[CH:23][C:24]=1[OH:25])[CH2:16][C@@H](C(O)=O)N)([O-])=O.C(N)C1C=CC=CC=1.